Dataset: Catalyst prediction with 721,799 reactions and 888 catalyst types from USPTO. Task: Predict which catalyst facilitates the given reaction. (1) Reactant: [CH3:1][O:2][C:3]1[CH:4]=[C:5]2[C:9](=[CH:10][CH:11]=1)[C:8](=[N:12]O)[CH2:7][CH2:6]2.N. Product: [CH3:1][O:2][C:3]1[CH:4]=[C:5]2[C:9](=[CH:10][CH:11]=1)[CH:8]([NH2:12])[CH2:7][CH2:6]2. The catalyst class is: 94. (2) Reactant: [C:1]([O:5][C:6]([N:8]1[CH2:28][CH2:27][C:12]2=[C:13]([N:20]3[CH2:23][CH:22]([C:24](O)=[O:25])[CH2:21]3)[N:14]3[C:18]([N:19]=[C:11]2[CH:10]([CH3:29])[CH2:9]1)=[CH:17][CH:16]=[N:15]3)=[O:7])([CH3:4])([CH3:3])[CH3:2].CN(C(ON1N=NC2C=CC=CC1=2)=[N+](C)C)C.[B-](F)(F)(F)F.CCN(C(C)C)C(C)C.[Cl-].[CH3:62][C:63]1([CH3:68])[CH2:67][CH2:66][NH2+:65][CH2:64]1. Product: [C:1]([O:5][C:6]([N:8]1[CH2:28][CH2:27][C:12]2=[C:13]([N:20]3[CH2:21][CH:22]([C:24]([N:65]4[CH2:66][CH2:67][C:63]([CH3:68])([CH3:62])[CH2:64]4)=[O:25])[CH2:23]3)[N:14]3[C:18]([N:19]=[C:11]2[CH:10]([CH3:29])[CH2:9]1)=[CH:17][CH:16]=[N:15]3)=[O:7])([CH3:3])([CH3:4])[CH3:2]. The catalyst class is: 3. (3) Reactant: [CH3:1][S:2]([O-:5])(=[O:4])=[O:3].[CH3:6][NH3+:7].[C:8]([C:11]1[S:12][CH:13]=[CH:14][CH:15]=1)(=[O:10])[CH3:9].[CH2:16]=O. Product: [S:2]([OH:5])(=[O:4])(=[O:3])[CH3:1].[CH3:6][NH:7][CH2:16][CH2:9][C:8]([C:11]1[S:12][CH:13]=[CH:14][CH:15]=1)=[O:10]. The catalyst class is: 8. (4) Reactant: [C:1]1([C:27]2[CH:32]=[CH:31][CH:30]=[CH:29][CH:28]=2)[CH:6]=[CH:5][C:4]([CH2:7][C@@H:8]([NH:13][C:14]([C:16]2([CH2:21][C:22]([O:24]CC)=[O:23])[CH2:20][CH2:19][CH2:18][CH2:17]2)=[O:15])[C:9]([O:11]C)=[O:10])=[CH:3][CH:2]=1.CCCC[Sn](O[Sn](CCCC)(CCCC)CCCC)(CCCC)CCCC. Product: [C:1]1([C:27]2[CH:28]=[CH:29][CH:30]=[CH:31][CH:32]=2)[CH:2]=[CH:3][C:4]([CH2:7][C@@H:8]([NH:13][C:14]([C:16]2([CH2:21][C:22]([OH:24])=[O:23])[CH2:17][CH2:18][CH2:19][CH2:20]2)=[O:15])[C:9]([OH:11])=[O:10])=[CH:5][CH:6]=1. The catalyst class is: 11.